Dataset: Forward reaction prediction with 1.9M reactions from USPTO patents (1976-2016). Task: Predict the product of the given reaction. Given the reactants [Cl:1][C:2]1[CH:3]=[C:4]([NH:17][C:18]2[C:19]3[C:26]4[CH:27]=[CH:28][C:29]([OH:31])=[CH:30][C:25]=4[S:24][C:20]=3[N:21]=[CH:22][N:23]=2)[CH:5]=[CH:6][C:7]=1[O:8][CH2:9][C:10]1[CH:15]=[CH:14][CH:13]=[C:12]([F:16])[CH:11]=1.[CH2:32]1[O:34][C@@H:33]1[CH2:35][OH:36].C(N(CC)CC)C, predict the reaction product. The product is: [Cl:1][C:2]1[CH:3]=[C:4]([NH:17][C:18]2[C:19]3[C:26]4[CH:27]=[CH:28][C:29]([O:31][CH2:32][C@H:33]([OH:34])[CH2:35][OH:36])=[CH:30][C:25]=4[S:24][C:20]=3[N:21]=[CH:22][N:23]=2)[CH:5]=[CH:6][C:7]=1[O:8][CH2:9][C:10]1[CH:15]=[CH:14][CH:13]=[C:12]([F:16])[CH:11]=1.